Dataset: Full USPTO retrosynthesis dataset with 1.9M reactions from patents (1976-2016). Task: Predict the reactants needed to synthesize the given product. (1) Given the product [CH3:1][O:2][C:3]1[CH:20]=[C:19]([C:21]([NH:31][CH3:30])=[O:22])[CH:18]=[C:17]2[C:4]=1[C@@:5]1([CH3:29])[C@H:14]([CH2:15][S:16]2(=[O:25])=[O:24])[C@:13]2([CH3:26])[C@H:8]([C:9]([CH3:28])([CH3:27])[CH2:10][CH2:11][CH2:12]2)[CH2:7][CH2:6]1, predict the reactants needed to synthesize it. The reactants are: [CH3:1][O:2][C:3]1[CH:20]=[C:19]([C:21](O)=[O:22])[CH:18]=[C:17]2[C:4]=1[C@@:5]1([CH3:29])[C@H:14]([CH2:15][S:16]2(=[O:25])=[O:24])[C@:13]2([CH3:26])[C@H:8]([C:9]([CH3:28])([CH3:27])[CH2:10][CH2:11][CH2:12]2)[CH2:7][CH2:6]1.[CH3:30][N:31](C(ON1N=NC2C=CC=NC1=2)=[N+](C)C)C.F[P-](F)(F)(F)(F)F.CN1CCOCC1.CN. (2) Given the product [OH:4][C:3]([C:5]1[NH:9][C:8]2[CH:10]=[C:11]([C:16]([F:17])([F:18])[F:19])[C:12]([C:14]#[N:15])=[CH:13][C:7]=2[N:6]=1)([C:2]([F:20])([F:1])[F:21])[C:25]([CH3:26])=[C:24]=[CH2:23], predict the reactants needed to synthesize it. The reactants are: [F:1][C:2]([F:21])([F:20])[C:3]([C:5]1[NH:9][C:8]2[CH:10]=[C:11]([C:16]([F:19])([F:18])[F:17])[C:12]([C:14]#[N:15])=[CH:13][C:7]=2[N:6]=1)=[O:4].Br[CH2:23][C:24]#[C:25][CH3:26].[In].Cl. (3) Given the product [CH3:25][O:26][C:27]([C:29]1([NH:35][C:19]([C:18]2[CH:17]=[CH:16][C:15]([CH2:14][Cl:13])=[CH:23][CH:22]=2)=[O:21])[CH2:30][CH2:31][CH2:32][CH2:33][CH2:34]1)=[O:28], predict the reactants needed to synthesize it. The reactants are: Cl.C(N=C=NCCCN(C)C)C.[Cl:13][CH2:14][C:15]1[CH:23]=[CH:22][C:18]([C:19]([OH:21])=O)=[CH:17][CH:16]=1.Cl.[CH3:25][O:26][C:27]([C:29]1([NH2:35])[CH2:34][CH2:33][CH2:32][CH2:31][CH2:30]1)=[O:28].C(N(CC)CC)C.ON1C2C=CC=CC=2N=N1. (4) Given the product [ClH:27].[ClH:27].[NH2:18][C@H:11]([C:12]1[CH:17]=[CH:16][CH:15]=[CH:14][CH:13]=1)[C:10]([O:9][C@@H:3]1[CH:4]2[CH2:5][CH2:6][N:1]([CH2:8][CH2:7]2)[CH2:2]1)=[O:26], predict the reactants needed to synthesize it. The reactants are: [N:1]12[CH2:8][CH2:7][CH:4]([CH2:5][CH2:6]1)[C@@H:3]([O:9][C:10](=[O:26])[C@H:11]([NH:18]C(OC(C)(C)C)=O)[C:12]1[CH:17]=[CH:16][CH:15]=[CH:14][CH:13]=1)[CH2:2]2.[ClH:27].CCOCC. (5) Given the product [ClH:24].[F:1][C:2]1[CH:3]=[CH:4][C:5]([CH2:6][NH:7][C:8]2[N:9]=[C:10]([NH:18][CH2:19][C:20]#[CH:21])[N:11]=[C:12]([NH:14][CH2:15][C:16]#[CH:17])[N:13]=2)=[CH:22][CH:23]=1, predict the reactants needed to synthesize it. The reactants are: [F:1][C:2]1[CH:23]=[CH:22][C:5]([CH2:6][NH:7][C:8]2[N:13]=[C:12]([NH:14][CH2:15][C:16]#[CH:17])[N:11]=[C:10]([NH:18][CH2:19][C:20]#[CH:21])[N:9]=2)=[CH:4][CH:3]=1.[ClH:24].C(OCC)C. (6) Given the product [C:1]([O:5][C:6](=[O:23])[NH:7][C@:8]1([C:16]2[CH:21]=[CH:20][CH:19]=[CH:18][C:17]=2[F:22])[C@H:12]([CH:13]=[O:14])[C@@H:11]([CH3:15])[O:10][CH2:9]1)([CH3:2])([CH3:3])[CH3:4], predict the reactants needed to synthesize it. The reactants are: [C:1]([O:5][C:6](=[O:23])[NH:7][C@:8]1([C:16]2[CH:21]=[CH:20][CH:19]=[CH:18][C:17]=2[F:22])[C@H:12]([CH2:13][OH:14])[C@@H:11]([CH3:15])[O:10][CH2:9]1)([CH3:4])([CH3:3])[CH3:2].CCCCCC.CCOC(C)=O.C([O-])(O)=O.[Na+].S(=O)(O)[O-].[Na+].